This data is from NCI-60 drug combinations with 297,098 pairs across 59 cell lines. The task is: Regression. Given two drug SMILES strings and cell line genomic features, predict the synergy score measuring deviation from expected non-interaction effect. (1) Drug 1: CCC1(CC2CC(C3=C(CCN(C2)C1)C4=CC=CC=C4N3)(C5=C(C=C6C(=C5)C78CCN9C7C(C=CC9)(C(C(C8N6C)(C(=O)OC)O)OC(=O)C)CC)OC)C(=O)OC)O.OS(=O)(=O)O. Drug 2: C(CC(=O)O)C(=O)CN.Cl. Cell line: CCRF-CEM. Synergy scores: CSS=36.0, Synergy_ZIP=-6.21, Synergy_Bliss=-3.46, Synergy_Loewe=-10.0, Synergy_HSA=-1.25. (2) Drug 1: C1C(C(OC1N2C=C(C(=O)NC2=O)F)CO)O. Drug 2: CC(C)NC(=O)C1=CC=C(C=C1)CNNC.Cl. Cell line: EKVX. Synergy scores: CSS=-4.21, Synergy_ZIP=-0.986, Synergy_Bliss=-6.78, Synergy_Loewe=-3.56, Synergy_HSA=-8.42. (3) Drug 1: CC1OCC2C(O1)C(C(C(O2)OC3C4COC(=O)C4C(C5=CC6=C(C=C35)OCO6)C7=CC(=C(C(=C7)OC)O)OC)O)O. Drug 2: CN(C(=O)NC(C=O)C(C(C(CO)O)O)O)N=O. Cell line: NCI-H322M. Synergy scores: CSS=10.1, Synergy_ZIP=1.97, Synergy_Bliss=4.76, Synergy_Loewe=0.677, Synergy_HSA=5.00. (4) Drug 1: C1=CC(=CC=C1C#N)C(C2=CC=C(C=C2)C#N)N3C=NC=N3. Drug 2: CCC1(C2=C(COC1=O)C(=O)N3CC4=CC5=C(C=CC(=C5CN(C)C)O)N=C4C3=C2)O.Cl. Cell line: SNB-75. Synergy scores: CSS=16.5, Synergy_ZIP=-4.27, Synergy_Bliss=2.41, Synergy_Loewe=-12.8, Synergy_HSA=1.000. (5) Drug 1: CN(CCCl)CCCl.Cl. Drug 2: C1CNP(=O)(OC1)N(CCCl)CCCl. Cell line: A549. Synergy scores: CSS=24.9, Synergy_ZIP=-5.27, Synergy_Bliss=-0.303, Synergy_Loewe=-33.1, Synergy_HSA=-1.51. (6) Drug 1: CC12CCC3C(C1CCC2=O)CC(=C)C4=CC(=O)C=CC34C. Drug 2: C1CCC(CC1)NC(=O)N(CCCl)N=O. Cell line: DU-145. Synergy scores: CSS=48.3, Synergy_ZIP=0.829, Synergy_Bliss=-1.03, Synergy_Loewe=-0.683, Synergy_HSA=-1.05. (7) Drug 1: C1CN1P(=S)(N2CC2)N3CC3. Drug 2: CC12CCC3C(C1CCC2OP(=O)(O)O)CCC4=C3C=CC(=C4)OC(=O)N(CCCl)CCCl.[Na+]. Cell line: CCRF-CEM. Synergy scores: CSS=77.2, Synergy_ZIP=0.0856, Synergy_Bliss=-0.0489, Synergy_Loewe=-14.4, Synergy_HSA=2.44. (8) Drug 1: CC1=C(N=C(N=C1N)C(CC(=O)N)NCC(C(=O)N)N)C(=O)NC(C(C2=CN=CN2)OC3C(C(C(C(O3)CO)O)O)OC4C(C(C(C(O4)CO)O)OC(=O)N)O)C(=O)NC(C)C(C(C)C(=O)NC(C(C)O)C(=O)NCCC5=NC(=CS5)C6=NC(=CS6)C(=O)NCCC[S+](C)C)O. Drug 2: B(C(CC(C)C)NC(=O)C(CC1=CC=CC=C1)NC(=O)C2=NC=CN=C2)(O)O. Cell line: U251. Synergy scores: CSS=76.9, Synergy_ZIP=2.46, Synergy_Bliss=2.84, Synergy_Loewe=1.18, Synergy_HSA=4.76. (9) Drug 1: C1=C(C(=O)NC(=O)N1)F. Drug 2: C1CN(P(=O)(OC1)NCCCl)CCCl. Cell line: MDA-MB-231. Synergy scores: CSS=13.3, Synergy_ZIP=-5.90, Synergy_Bliss=-2.07, Synergy_Loewe=-3.72, Synergy_HSA=-1.14.